Dataset: Reaction yield outcomes from USPTO patents with 853,638 reactions. Task: Predict the reaction yield, written as a fraction of the theoretical maximum amount of product (1.0 means a 100% yield; for example, 0.34 means a 34% yield). (1) The reactants are [NH2:1][C:2]1[CH:7]=[CH:6][C:5]([CH:8]2[CH2:22][N:12]3[C:13](=[O:21])[NH:14][C:15]4[CH:16]=[CH:17][CH:18]=[CH:19][C:20]=4[C:11]3=[N:10][CH2:9]2)=[C:4]([CH3:23])[CH:3]=1.C(N(CC)CC)C.[F:31][C:32]1[CH:37]=[CH:36][C:35]([C:38]([F:41])([F:40])[F:39])=[CH:34][C:33]=1[N:42]=[C:43]=[O:44]. The catalyst is C(Cl)Cl. The product is [F:31][C:32]1[CH:37]=[CH:36][C:35]([C:38]([F:41])([F:40])[F:39])=[CH:34][C:33]=1[NH:42][C:43]([NH:1][C:2]1[CH:7]=[CH:6][C:5]([CH:8]2[CH2:22][N:12]3[C:13](=[O:21])[NH:14][C:15]4[CH:16]=[CH:17][CH:18]=[CH:19][C:20]=4[C:11]3=[N:10][CH2:9]2)=[C:4]([CH3:23])[CH:3]=1)=[O:44]. The yield is 0.840. (2) The reactants are [Br:1][C:2]1[N:3]=[C:4]([C:9]#[C:10][CH:11]2[CH2:16][CH2:15][CH2:14][CH2:13][CH2:12]2)[C:5]([NH2:8])=[N:6][CH:7]=1.CC(C)([O-])C.[K+]. The catalyst is CN1C(=O)CCC1.[Cl-].[NH4+]. The product is [Br:1][C:2]1[N:3]=[C:4]2[CH:9]=[C:10]([CH:11]3[CH2:16][CH2:15][CH2:14][CH2:13][CH2:12]3)[NH:8][C:5]2=[N:6][CH:7]=1. The yield is 0.580. (3) The reactants are [NH2:1][CH2:2][C:3]([N:5]1[C:13]2[C:8](=[CH:9][C:10](/[CH:14]=[CH:15]/[CH:16]([C:21]3[CH:26]=[C:25]([Cl:27])[C:24]([F:28])=[C:23]([Cl:29])[CH:22]=3)[C:17]([F:20])([F:19])[F:18])=[CH:11][CH:12]=2)[CH:7]=[CH:6]1)=[O:4].[F:30][C:31]([F:37])([F:36])[CH2:32][C:33](O)=[O:34].C1CN([P+](ON2N=NC3C=CC=CC2=3)(N2CCCC2)N2CCCC2)CC1.F[P-](F)(F)(F)(F)F.CCN(C(C)C)C(C)C. The catalyst is C(Cl)Cl. The product is [Cl:27][C:25]1[CH:26]=[C:21]([CH:16]([C:17]([F:19])([F:20])[F:18])/[CH:15]=[CH:14]/[C:10]2[CH:9]=[C:8]3[C:13](=[CH:12][CH:11]=2)[N:5]([C:3](=[O:4])[CH2:2][NH:1][C:33](=[O:34])[CH2:32][C:31]([F:37])([F:36])[F:30])[CH:6]=[CH:7]3)[CH:22]=[C:23]([Cl:29])[C:24]=1[F:28]. The yield is 0.600. (4) The reactants are [CH2:1]([NH:8][CH2:9][C@@H:10]([C:19]1[CH:28]=[CH:27][C:26]([O:29][CH2:30][C:31]2[CH:36]=[CH:35][CH:34]=[CH:33][CH:32]=2)=[C:25]2[C:20]=1[CH:21]=[CH:22][C:23](=[O:37])[NH:24]2)[O:11][Si:12]([C:15]([CH3:18])([CH3:17])[CH3:16])([CH3:14])[CH3:13])[C:2]1[CH:7]=[CH:6][CH:5]=[CH:4][CH:3]=1.C(O)(=O)C.O=[CH:43][CH2:44][CH2:45][CH2:46][CH2:47][CH2:48][CH2:49][CH2:50][CH2:51][N:52]1[CH2:57][CH2:56][CH:55]([O:58][C:59](=[O:73])[NH:60][C:61]2[CH:66]=[CH:65][CH:64]=[CH:63][C:62]=2[C:67]2[CH:72]=[CH:71][CH:70]=[CH:69][CH:68]=2)[CH2:54][CH2:53]1.C(O[BH-](OC(=O)C)OC(=O)C)(=O)C.[Na+].C(=O)(O)[O-].[Na+]. The catalyst is ClCCl. The product is [CH2:1]([N:8]([CH2:9][C@@H:10]([C:19]1[CH:28]=[CH:27][C:26]([O:29][CH2:30][C:31]2[CH:32]=[CH:33][CH:34]=[CH:35][CH:36]=2)=[C:25]2[C:20]=1[CH:21]=[CH:22][C:23](=[O:37])[NH:24]2)[O:11][Si:12]([C:15]([CH3:18])([CH3:17])[CH3:16])([CH3:14])[CH3:13])[CH2:43][CH2:44][CH2:45][CH2:46][CH2:47][CH2:48][CH2:49][CH2:50][CH2:51][N:52]1[CH2:53][CH2:54][CH:55]([O:58][C:59](=[O:73])[NH:60][C:61]2[CH:66]=[CH:65][CH:64]=[CH:63][C:62]=2[C:67]2[CH:68]=[CH:69][CH:70]=[CH:71][CH:72]=2)[CH2:56][CH2:57]1)[C:2]1[CH:7]=[CH:6][CH:5]=[CH:4][CH:3]=1. The yield is 0.800.